Dataset: Full USPTO retrosynthesis dataset with 1.9M reactions from patents (1976-2016). Task: Predict the reactants needed to synthesize the given product. Given the product [CH3:27][Si:18]([O:24][Si:7]([CH3:14])([CH3:13])[CH3:6])([O:19][Si:20]([CH3:23])([CH3:22])[CH3:21])[O:17][Si:16]([CH3:29])([CH3:28])[CH3:15], predict the reactants needed to synthesize it. The reactants are: Cl(O)(=O)(=O)=O.[CH3:6][Si:7]([CH3:14])([CH3:13])O[Si:7]([CH3:14])([CH3:13])[CH3:6].[CH3:15][Si:16]([CH3:29])([CH3:28])[O:17][Si:18]([CH3:27])([O:24]CC)[O:19][Si:20]([CH3:23])([CH3:22])[CH3:21].